From a dataset of Forward reaction prediction with 1.9M reactions from USPTO patents (1976-2016). Predict the product of the given reaction. (1) Given the reactants C1(S(O)(=O)=O)C=CC=CC=1.C(OC([NH:18][CH2:19][C@@:20]1([CH2:28][C:29]([OH:31])=[O:30])[CH2:26][C@H:25]2[C@@H:21]1[CH:22]=[C:23]([CH3:27])[CH2:24]2)=O)(C)(C)C.C(N(CC)CC)C, predict the reaction product. The product is: [NH2:18][CH2:19][C@@:20]1([CH2:28][C:29]([OH:31])=[O:30])[CH2:26][C@H:25]2[C@@H:21]1[CH:22]=[C:23]([CH3:27])[CH2:24]2. (2) Given the reactants S(C)C.[CH3:4][C:5]1[N:6]=[C:7]([NH:10][C:11]2[N:16]=[CH:15][C:14]([S:17][CH:18]([C:32]3[CH:37]=[CH:36][CH:35]=[CH:34][N:33]=3)[CH:19]3[CH2:24][CH2:23][N:22](C(OC(C)(C)C)=O)[CH2:21][CH2:20]3)=[CH:13][C:12]=2[O:38][C:39]2[CH:44]=[CH:43][CH:42]=[CH:41][CH:40]=2)[S:8][CH:9]=1.[F:45][C:46]([F:51])([F:50])[C:47]([OH:49])=[O:48], predict the reaction product. The product is: [F:45][C:46]([F:51])([F:50])[C:47]([OH:49])=[O:48].[F:45][C:46]([F:51])([F:50])[C:47]([OH:49])=[O:48].[F:45][C:46]([F:51])([F:50])[C:47]([OH:49])=[O:48].[CH3:4][C:5]1[N:6]=[C:7]([NH:10][C:11]2[C:12]([O:38][C:39]3[CH:44]=[CH:43][CH:42]=[CH:41][CH:40]=3)=[CH:13][C:14]([S:17][CH:18]([CH:19]3[CH2:24][CH2:23][NH:22][CH2:21][CH2:20]3)[C:32]3[CH:37]=[CH:36][CH:35]=[CH:34][N:33]=3)=[CH:15][N:16]=2)[S:8][CH:9]=1. (3) Given the reactants Br[C:2]1[CH:7]=[CH:6][C:5]([S:8][CH2:9][CH3:10])=[CH:4][C:3]=1[C:11]([F:14])([F:13])[F:12].[Cl:15][C:16]1[CH:17]=[CH:18][C:19]([OH:25])=[C:20](B(O)O)[CH:21]=1, predict the reaction product. The product is: [Cl:15][C:16]1[CH:17]=[C:18]([C:2]2[CH:7]=[CH:6][C:5]([S:8][CH2:9][CH3:10])=[CH:4][C:3]=2[C:11]([F:14])([F:13])[F:12])[C:19]([OH:25])=[CH:20][CH:21]=1. (4) The product is: [CH3:31][O:30][C:27]1[CH:28]=[C:29]2[C:24](=[CH:25][C:26]=1[O:32][CH3:33])[N:23]=[CH:22][CH:21]=[C:20]2[O:19][C:16]1[CH:15]=[CH:14][C:13]([O:12][CH2:11][CH2:10][NH:9][C:6]2[CH:5]=[CH:4][C:3]([O:2][CH3:1])=[CH:8][CH:7]=2)=[CH:18][CH:17]=1. Given the reactants [CH3:1][O:2][C:3]1[CH:8]=[CH:7][C:6]([NH:9][C:10](=O)[CH2:11][O:12][C:13]2[CH:18]=[CH:17][C:16]([O:19][C:20]3[C:29]4[C:24](=[CH:25][C:26]([O:32][CH3:33])=[C:27]([O:30][CH3:31])[CH:28]=4)[N:23]=[CH:22][CH:21]=3)=[CH:15][CH:14]=2)=[CH:5][CH:4]=1.Cl.[OH-].[Na+], predict the reaction product. (5) Given the reactants Cl.[CH3:2][C:3]1[CH:7]=[CH:6][S:5][C:4]=1[CH2:8][N:9]1[C:14]2[CH:15]=[C:16]([C:18]3[CH:23]=[CH:22][CH:21]=[CH:20][CH:19]=3)[S:17][C:13]=2[C:12](=[O:24])[N:11]([CH:25]2[CH2:30][CH2:29][NH:28][CH2:27][CH2:26]2)[C:10]1=[O:31].[CH2:32]([O:34][C:35]1[C:44]([O:45][CH3:46])=[CH:43][C:42]2[C:41]([C:47]3[CH:55]=[CH:54][C:50]([C:51](O)=[O:52])=[CH:49][CH:48]=3)=[N:40][C@@H:39]3[CH2:56][CH2:57][S:58][CH2:59][C@@H:38]3[C:37]=2[CH:36]=1)[CH3:33].CN(C(ON1N=NC2C=CC=CC1=2)=[N+](C)C)C.F[P-](F)(F)(F)(F)F.CCN(C(C)C)C(C)C, predict the reaction product. The product is: [CH2:32]([O:34][C:35]1[C:44]([O:45][CH3:46])=[CH:43][C:42]2[C:41]([C:47]3[CH:48]=[CH:49][C:50]([C:51]([N:28]4[CH2:27][CH2:26][CH:25]([N:11]5[C:12](=[O:24])[C:13]6[S:17][C:16]([C:18]7[CH:19]=[CH:20][CH:21]=[CH:22][CH:23]=7)=[CH:15][C:14]=6[N:9]([CH2:8][C:4]6[S:5][CH:6]=[CH:7][C:3]=6[CH3:2])[C:10]5=[O:31])[CH2:30][CH2:29]4)=[O:52])=[CH:54][CH:55]=3)=[N:40][C@@H:39]3[CH2:56][CH2:57][S:58][CH2:59][C@@H:38]3[C:37]=2[CH:36]=1)[CH3:33].